This data is from Forward reaction prediction with 1.9M reactions from USPTO patents (1976-2016). The task is: Predict the product of the given reaction. (1) Given the reactants [CH3:1][O:2][C:3]1[CH:4]=[C:5]([NH:11][C@H:12]([C:14]([OH:16])=[O:15])[CH3:13])[CH:6]=[C:7]([O:9][CH3:10])[CH:8]=1.COC1C=C([CH:23]=[C:24](OC)[CH:25]=1)N.Cl[CH:29](C)C(O)=O.Cl[Si](C)(C)C, predict the reaction product. The product is: [CH2:29]([O:15][C:14](=[O:16])[C@H:12]([CH3:13])[NH:11][C:5]1[CH:6]=[C:7]([O:9][CH3:10])[CH:8]=[C:3]([O:2][CH3:1])[CH:4]=1)[CH:24]([CH3:23])[CH3:25]. (2) Given the reactants C1C=CC(P(C2C=CC=CC=2)C2C=CC=CC=2)=CC=1.C(N1C[C@@H:30](O)[C@H:29]([NH:33][S:34]([C:37]2[CH:42]=[CH:41][C:40]([C:43]3[CH:48]=[CH:47][CH:46]=[CH:45][CH:44]=3)=[CH:39][CH:38]=2)(=[O:36])=[O:35])C1)(OC(C)(C)C)=O.N(C(OCC)=O)=NC(OCC)=O, predict the reaction product. The product is: [C:43]1([C:40]2[CH:41]=[CH:42][C:37]([S:34]([N:33]3[CH2:30][CH2:29]3)(=[O:36])=[O:35])=[CH:38][CH:39]=2)[CH:48]=[CH:47][CH:46]=[CH:45][CH:44]=1. (3) Given the reactants [NH2:1][C:2]1[C:6]([NH:7][C:8]([NH:10][C:11]2[C:16]([CH3:17])=[CH:15][CH:14]=[CH:13][C:12]=2[CH3:18])=S)=[CH:5][S:4][CH:3]=1.[OH-].[Na+].C1(C)C=CC(S([Cl:30])(=O)=O)=CC=1, predict the reaction product. The product is: [ClH:30].[CH3:18][C:12]1[CH:13]=[CH:14][CH:15]=[C:16]([CH3:17])[C:11]=1[NH:10][C:8]1[NH:7][C:6]2=[CH:5][S:4][CH:3]=[C:2]2[N:1]=1.